Dataset: Catalyst prediction with 721,799 reactions and 888 catalyst types from USPTO. Task: Predict which catalyst facilitates the given reaction. (1) Reactant: Cl[C:2]1[CH:11]=[CH:10][C:9]2[CH2:8][N:7]([C:12]([O:14][C:15]([CH3:18])([CH3:17])[CH3:16])=[O:13])[CH2:6][CH2:5][C:4]=2[N:3]=1.[C:19]1([C:25]([C:27]2[CH:32]=[CH:31][CH:30]=[CH:29][CH:28]=2)=[NH:26])[CH:24]=[CH:23][CH:22]=[CH:21][CH:20]=1.C1C=CC(P(C2C(C3C(P(C4C=CC=CC=4)C4C=CC=CC=4)=CC=C4C=3C=CC=C4)=C3C(C=CC=C3)=CC=2)C2C=CC=CC=2)=CC=1.C([O-])([O-])=O.[Cs+].[Cs+]. Product: [C:19]1([C:25](=[N:26][C:2]2[CH:11]=[CH:10][C:9]3[CH2:8][N:7]([C:12]([O:14][C:15]([CH3:18])([CH3:17])[CH3:16])=[O:13])[CH2:6][CH2:5][C:4]=3[N:3]=2)[C:27]2[CH:28]=[CH:29][CH:30]=[CH:31][CH:32]=2)[CH:24]=[CH:23][CH:22]=[CH:21][CH:20]=1. The catalyst class is: 718. (2) Reactant: [NH2:1][C:2]([NH2:4])=[S:3].[CH3:5][O:6][C:7](=[O:13])[CH:8](Cl)[C:9](=O)[CH3:10]. Product: [CH3:5][O:6][C:7]([C:8]1[S:3][C:2]([NH2:4])=[N:1][C:9]=1[CH3:10])=[O:13]. The catalyst class is: 14. (3) Reactant: [CH3:1][CH2:2][OH:3].[C:4]([OH:12])(=O)/C(=C(\C=O)/Br)/Br.[N+:13]([O-])([O-:15])=[O:14].[Na+:17]. Product: [O:3]=[CH:2][C:1](=[N+:13]([O-:15])[O-:14])[CH:4]=[O:12].[Na+:17]. The catalyst class is: 6. (4) Reactant: [H-].[Na+].[OH:3][C:4]1[CH:9]=[CH:8][N:7]=[CH:6][CH:5]=1.Br[CH2:11][CH2:12][O:13][CH:14]1[CH2:19][CH2:18][CH2:17][CH2:16][O:15]1. Product: [O:15]1[CH2:16][CH2:17][CH2:18][CH2:19][CH:14]1[O:13][CH2:12][CH2:11][N:7]1[CH:8]=[CH:9][C:4](=[O:3])[CH:5]=[CH:6]1. The catalyst class is: 18.